This data is from Catalyst prediction with 721,799 reactions and 888 catalyst types from USPTO. The task is: Predict which catalyst facilitates the given reaction. (1) Reactant: [C:1]([OH:10])(=O)[CH2:2][CH2:3][CH2:4][CH2:5][CH2:6][CH2:7][CH3:8].[CH2:11]([N:13]([CH2:17][CH3:18])C(Cl)=O)[CH3:12].C(N(CC)CC)C. Product: [CH2:11]([N:13]([CH2:17][CH3:18])[C:1](=[O:10])[CH2:2][CH2:3][CH2:4][CH2:5][CH2:6][CH2:7][CH3:8])[CH3:12]. The catalyst class is: 6. (2) Reactant: [Br:1][C:2]1[CH:8]=[CH:7][C:5]([NH2:6])=[C:4]([F:9])[CH:3]=1.[Li+].C[Si]([N-][Si](C)(C)C)(C)C.Cl[C:21]1[C:22]([C:30]([OH:32])=[O:31])=[N:23][N:24]([CH3:29])[C:25](=[O:28])[C:26]=1[CH3:27]. Product: [Br:1][C:2]1[CH:8]=[CH:7][C:5]([NH:6][C:21]2[C:22]([C:30]([OH:32])=[O:31])=[N:23][N:24]([CH3:29])[C:25](=[O:28])[C:26]=2[CH3:27])=[C:4]([F:9])[CH:3]=1. The catalyst class is: 1. (3) Reactant: C([N:8]1[CH2:13][CH2:12][CH:11]([NH:14][C:15]([O:17][C:18]([CH3:21])([CH3:20])[CH3:19])=[O:16])[CH2:10][CH2:9]1)C1C=CC=CC=1.[H][H]. Product: [C:18]([O:17][C:15]([NH:14][CH:11]1[CH2:10][CH2:9][NH:8][CH2:13][CH2:12]1)=[O:16])([CH3:21])([CH3:19])[CH3:20]. The catalyst class is: 19. (4) Reactant: C([O:3][C:4]([C:6]1([C:9]2[CH:14]=[CH:13][C:12]([C:15]3[CH:20]=[CH:19][C:18]([C:21]4[S:22][C:23]([Cl:39])=[CH:24][C:25]=4[NH:26][C:27]([O:29][C@@H:30]([C:32]4[CH:37]=[CH:36][CH:35]=[CH:34][C:33]=4[CH3:38])[CH3:31])=[O:28])=[CH:17][C:16]=3[O:40][CH3:41])=[CH:11][CH:10]=2)[CH2:8][CH2:7]1)=[O:5])C.[OH-].[Na+].Cl. Product: [Cl:39][C:23]1[S:22][C:21]([C:18]2[CH:19]=[CH:20][C:15]([C:12]3[CH:13]=[CH:14][C:9]([C:6]4([C:4]([OH:5])=[O:3])[CH2:7][CH2:8]4)=[CH:10][CH:11]=3)=[C:16]([O:40][CH3:41])[CH:17]=2)=[C:25]([NH:26][C:27]([O:29][C@@H:30]([C:32]2[CH:37]=[CH:36][CH:35]=[CH:34][C:33]=2[CH3:38])[CH3:31])=[O:28])[CH:24]=1. The catalyst class is: 32. (5) Reactant: [CH2:1]([O:3][C:4]([C:6]1[CH:11]=[CH:10][C:9]([C:12]([F:15])([F:14])[F:13])=[C:8]([OH:16])[N:7]=1)=[O:5])[CH3:2].Br[CH2:18][CH:19]1[O:23][CH2:22][CH2:21][O:20]1.C(=O)([O-])[O-].[K+].[K+].[I-].[K+].C1OCCOCCOCCOCCOCCOC1. Product: [CH2:1]([O:3][C:4]([C:6]1[CH:11]=[CH:10][C:9]([C:12]([F:14])([F:13])[F:15])=[C:8]([O:16][CH2:18][CH:19]2[O:23][CH2:22][CH2:21][O:20]2)[N:7]=1)=[O:5])[CH3:2]. The catalyst class is: 10. (6) Reactant: [CH3:1][C:2]1[NH:6][N:5]([C:7]2[CH:12]=[CH:11][C:10]([N+:13]([O-])=O)=[CH:9][N:8]=2)[C:4](=[O:16])[CH:3]=1.C(O)(=O)C. Product: [NH2:13][C:10]1[CH:11]=[CH:12][C:7]([N:5]2[C:4](=[O:16])[CH:3]=[C:2]([CH3:1])[NH:6]2)=[N:8][CH:9]=1. The catalyst class is: 19.